The task is: Predict the product of the given reaction.. This data is from Forward reaction prediction with 1.9M reactions from USPTO patents (1976-2016). Given the reactants [CH:1]([C:4]1[CH:9]=[CH:8][C:7]([CH:10]2[C:14]3[C:15]([CH3:30])=[C:16]([NH:21][C:22](=[O:29])OCC(Cl)(Cl)Cl)[C:17]([CH3:20])=[C:18]([CH3:19])[C:13]=3[O:12][CH2:11]2)=[CH:6][CH:5]=1)([CH3:3])[CH3:2].[OH:31][CH2:32][CH2:33][NH2:34], predict the reaction product. The product is: [OH:31][CH2:32][CH2:33][NH:34][C:22]([NH:21][C:16]1[C:17]([CH3:20])=[C:18]([CH3:19])[C:13]2[O:12][CH2:11][CH:10]([C:7]3[CH:6]=[CH:5][C:4]([CH:1]([CH3:2])[CH3:3])=[CH:9][CH:8]=3)[C:14]=2[C:15]=1[CH3:30])=[O:29].